Dataset: NCI-60 drug combinations with 297,098 pairs across 59 cell lines. Task: Regression. Given two drug SMILES strings and cell line genomic features, predict the synergy score measuring deviation from expected non-interaction effect. (1) Drug 1: CN1CCC(CC1)COC2=C(C=C3C(=C2)N=CN=C3NC4=C(C=C(C=C4)Br)F)OC. Drug 2: C1CCC(C1)C(CC#N)N2C=C(C=N2)C3=C4C=CNC4=NC=N3. Cell line: UACC62. Synergy scores: CSS=1.22, Synergy_ZIP=1.96, Synergy_Bliss=5.43, Synergy_Loewe=-11.0, Synergy_HSA=-3.77. (2) Drug 1: C1CCC(CC1)NC(=O)N(CCCl)N=O. Drug 2: CCCCC(=O)OCC(=O)C1(CC(C2=C(C1)C(=C3C(=C2O)C(=O)C4=C(C3=O)C=CC=C4OC)O)OC5CC(C(C(O5)C)O)NC(=O)C(F)(F)F)O. Cell line: MCF7. Synergy scores: CSS=9.88, Synergy_ZIP=-4.98, Synergy_Bliss=-2.86, Synergy_Loewe=-3.27, Synergy_HSA=-3.74. (3) Drug 1: COC1=NC(=NC2=C1N=CN2C3C(C(C(O3)CO)O)O)N. Drug 2: CC1C(C(CC(O1)OC2CC(CC3=C2C(=C4C(=C3O)C(=O)C5=C(C4=O)C(=CC=C5)OC)O)(C(=O)CO)O)N)O.Cl. Cell line: SF-295. Synergy scores: CSS=26.9, Synergy_ZIP=-3.22, Synergy_Bliss=-2.92, Synergy_Loewe=-32.9, Synergy_HSA=-2.67. (4) Drug 2: CC1=C2C(C(=O)C3(C(CC4C(C3C(C(C2(C)C)(CC1OC(=O)C(C(C5=CC=CC=C5)NC(=O)OC(C)(C)C)O)O)OC(=O)C6=CC=CC=C6)(CO4)OC(=O)C)O)C)O. Drug 1: CN(C)N=NC1=C(NC=N1)C(=O)N. Synergy scores: CSS=57.0, Synergy_ZIP=6.71, Synergy_Bliss=5.75, Synergy_Loewe=-18.9, Synergy_HSA=3.43. Cell line: MDA-MB-435. (5) Cell line: SK-MEL-2. Drug 1: CC1=C(C=C(C=C1)NC2=NC=CC(=N2)N(C)C3=CC4=NN(C(=C4C=C3)C)C)S(=O)(=O)N.Cl. Drug 2: C1C(C(OC1N2C=NC3=C2NC=NCC3O)CO)O. Synergy scores: CSS=-0.411, Synergy_ZIP=1.38, Synergy_Bliss=3.29, Synergy_Loewe=-0.674, Synergy_HSA=-0.271. (6) Drug 1: C#CCC(CC1=CN=C2C(=N1)C(=NC(=N2)N)N)C3=CC=C(C=C3)C(=O)NC(CCC(=O)O)C(=O)O. Drug 2: C1CN(P(=O)(OC1)NCCCl)CCCl. Cell line: IGROV1. Synergy scores: CSS=-2.79, Synergy_ZIP=2.03, Synergy_Bliss=0.889, Synergy_Loewe=-0.794, Synergy_HSA=-1.73. (7) Drug 1: COC1=CC(=CC(=C1O)OC)C2C3C(COC3=O)C(C4=CC5=C(C=C24)OCO5)OC6C(C(C7C(O6)COC(O7)C8=CC=CS8)O)O. Drug 2: C1C(C(OC1N2C=C(C(=O)NC2=O)F)CO)O. Cell line: SW-620. Synergy scores: CSS=52.7, Synergy_ZIP=-7.06, Synergy_Bliss=-7.15, Synergy_Loewe=0.701, Synergy_HSA=2.55. (8) Drug 1: CNC(=O)C1=NC=CC(=C1)OC2=CC=C(C=C2)NC(=O)NC3=CC(=C(C=C3)Cl)C(F)(F)F. Drug 2: C1=CN(C=N1)CC(O)(P(=O)(O)O)P(=O)(O)O. Cell line: IGROV1. Synergy scores: CSS=0.927, Synergy_ZIP=-0.240, Synergy_Bliss=0.342, Synergy_Loewe=0.302, Synergy_HSA=0.154. (9) Drug 1: C1=NC2=C(N1)C(=S)N=C(N2)N. Drug 2: CC1=C(C(=O)C2=C(C1=O)N3CC4C(C3(C2COC(=O)N)OC)N4)N. Cell line: LOX IMVI. Synergy scores: CSS=48.5, Synergy_ZIP=-6.79, Synergy_Bliss=-10.7, Synergy_Loewe=-8.23, Synergy_HSA=-5.89. (10) Drug 1: C1=NNC2=C1C(=O)NC=N2. Drug 2: C1CC(=O)NC(=O)C1N2C(=O)C3=CC=CC=C3C2=O. Cell line: T-47D. Synergy scores: CSS=-0.0950, Synergy_ZIP=-1.18, Synergy_Bliss=-4.57, Synergy_Loewe=-6.10, Synergy_HSA=-5.99.